From a dataset of Full USPTO retrosynthesis dataset with 1.9M reactions from patents (1976-2016). Predict the reactants needed to synthesize the given product. (1) Given the product [CH3:48][O:47][CH2:46][C@@H:44]1[CH2:43][NH:42][C@H:41]([C:39]2[NH:40][C:36]([C:27]3[CH:26]=[C:25]4[O:24][CH2:23][C:22]5[C:31]6[C:30]4=[C:29]([CH2:35][O:34][C:32]=6[CH:33]=[C:20]([C:17]4[NH:16][C:15]([C@@H:10]6[CH2:11][C@H:12]([CH3:14])[CH2:13][N:9]6[C:7](=[O:8])[C@H:6]([NH:5][C:3](=[O:4])[O:2][CH3:1])[C:56]6[CH:57]=[CH:58][CH:59]=[CH:60][CH:61]=6)=[N:19][CH:18]=4)[CH:21]=5)[CH:28]=3)=[CH:37][N:38]=2)[CH2:45]1, predict the reactants needed to synthesize it. The reactants are: [CH3:1][O:2][C:3]([NH:5][C@H:6]([C:56]1[CH:61]=[CH:60][CH:59]=[CH:58][CH:57]=1)[C:7]([N:9]1[CH2:13][C@@H:12]([CH3:14])[CH2:11][C@H:10]1[C:15]1[NH:16][C:17]([C:20]2[CH:33]=[C:32]3[O:34][CH2:35][C:29]4[C:30]5[C:31]3=[C:22]([CH2:23][O:24][C:25]=5[CH:26]=[C:27]([C:36]3[NH:40][C:39]([C@@H:41]5[CH2:45][C@H:44]([CH2:46][O:47][CH3:48])[CH2:43][N:42]5C(OC(C)(C)C)=O)=[N:38][CH:37]=3)[CH:28]=4)[CH:21]=2)=[CH:18][N:19]=1)=[O:8])=[O:4].Cl. (2) Given the product [Cl:1][C:2]1[CH:8]=[C:7]([O:9][CH3:10])[C:6]([CH3:11])=[CH:5][C:3]=1[N:4]=[C:12]=[O:13], predict the reactants needed to synthesize it. The reactants are: [Cl:1][C:2]1[CH:8]=[C:7]([O:9][CH3:10])[C:6]([CH3:11])=[CH:5][C:3]=1[NH2:4].[C:12](Cl)(Cl)=[O:13].